This data is from Full USPTO retrosynthesis dataset with 1.9M reactions from patents (1976-2016). The task is: Predict the reactants needed to synthesize the given product. (1) Given the product [Cl:1][C:2]1[CH:7]=[C:6]([Cl:8])[CH:5]=[CH:4][C:3]=1[C@H:9]1[C:14]([C:15]([O:17][C@H:18]([CH3:24])[C:19]([O:21][CH2:22][CH3:23])=[O:20])=[O:16])=[C:13]([CH2:25][Br:38])[NH:12][C:11]([C:26]2[S:27][CH:28]=[CH:29][N:30]=2)=[N:10]1, predict the reactants needed to synthesize it. The reactants are: [Cl:1][C:2]1[CH:7]=[C:6]([Cl:8])[CH:5]=[CH:4][C:3]=1[C@H:9]1[C:14]([C:15]([O:17][C@H:18]([CH3:24])[C:19]([O:21][CH2:22][CH3:23])=[O:20])=[O:16])=[C:13]([CH3:25])[NH:12][C:11]([C:26]2[S:27][CH:28]=[CH:29][N:30]=2)=[N:10]1.C1C(=O)N([Br:38])C(=O)C1. (2) Given the product [CH3:1][NH:2][CH:10]1[CH2:15][CH2:14][C:13]([C:16]2[C:24]3[C:19](=[CH:20][CH:21]=[C:22]([NH:25][C:26]([C:28]4[S:29][CH:30]=[CH:31][CH:32]=4)=[NH:27])[CH:23]=3)[NH:18][CH:17]=2)=[CH:12][CH2:11]1, predict the reactants needed to synthesize it. The reactants are: [CH3:1][N:2]([CH:10]1[CH2:15][CH2:14][C:13]([C:16]2[C:24]3[C:19](=[CH:20][CH:21]=[C:22]([NH:25][C:26]([C:28]4[S:29][CH:30]=[CH:31][CH:32]=4)=[NH:27])[CH:23]=3)[NH:18][CH:17]=2)=[CH:12][CH2:11]1)C(=O)OC(C)(C)C.C(O)(C(F)(F)F)=O. (3) Given the product [NH2:1][C:2]1[N:3]=[C:4]([O:12][CH3:13])[C:5]([C:8]([NH2:14])=[O:9])=[N:6][CH:7]=1, predict the reactants needed to synthesize it. The reactants are: [NH2:1][C:2]1[N:3]=[C:4]([O:12][CH3:13])[C:5]([C:8](OC)=[O:9])=[N:6][CH:7]=1.[NH3:14]. (4) Given the product [Br:39][C:40]1[CH:45]=[CH:44][C:43]([CH2:46][NH:47][C:9](=[O:10])[C:8]2[CH:37]=[CH:38][C:5]([C:1]([CH3:3])([CH3:2])[CH3:4])=[CH:6][CH:7]=2)=[C:42]([C:48]([F:49])([F:50])[F:51])[CH:41]=1, predict the reactants needed to synthesize it. The reactants are: [C:1]([C:5]1[CH:38]=[CH:37][C:8]([C:9](NC(C2C=CC(C3C=CN=C4NC(C5C=NN(C)C=5)=NC=34)=CC=2F)(C)C)=[O:10])=[CH:7][CH:6]=1)([CH3:4])([CH3:3])[CH3:2].[Br:39][C:40]1[CH:45]=[CH:44][C:43]([CH2:46][NH2:47])=[C:42]([C:48]([F:51])([F:50])[F:49])[CH:41]=1.C(=O)(O)[O-].[Na+].O.C1COCC1.